From a dataset of Forward reaction prediction with 1.9M reactions from USPTO patents (1976-2016). Predict the product of the given reaction. (1) Given the reactants Cl[C:2]1[CH:11]=[C:10]([C:12]([OH:14])=[O:13])[C:9]2[C:4](=[CH:5][CH:6]=[CH:7][CH:8]=2)[N:3]=1.[C:15]([C:17]1[CH:22]=[CH:21][C:20](B(O)O)=[CH:19][CH:18]=1)#[N:16].CN1CCN(C2N=CC=CC=2B2OC(C)(C)C(C)(C)O2)CC1.CN1CCN(C2N=CC(C3C=C(C(O)=O)C4C(=CC=CC=4)N=3)=CC=2)CC1, predict the reaction product. The product is: [C:15]([C:17]1[CH:22]=[CH:21][C:20]([C:2]2[CH:11]=[C:10]([C:12]([OH:14])=[O:13])[C:9]3[C:4](=[CH:5][CH:6]=[CH:7][CH:8]=3)[N:3]=2)=[CH:19][CH:18]=1)#[N:16]. (2) Given the reactants [NH2:1][C:2]1[CH:3]=[CH:4][C:5]([CH:13]2[CH2:18][CH2:17][CH:16]([N:19]([CH3:21])[CH3:20])[CH2:15][CH2:14]2)=[C:6]2[C:10]=1[C:9](=[O:11])[N:8]([CH3:12])[CH2:7]2.N[C:23]1C=CC(C2CCC(=O)CC2)=C2[C:31]=1C(=O)N(C)C2.N1CCCC1, predict the reaction product. The product is: [NH2:1][C:2]1[CH:3]=[CH:4][C:5]([CH:13]2[CH2:18][CH2:17][CH:16]([N:19]3[CH2:21][CH2:31][CH2:23][CH2:20]3)[CH2:15][CH2:14]2)=[C:6]2[C:10]=1[C:9](=[O:11])[N:8]([CH3:12])[CH2:7]2. (3) The product is: [I:16][C:15]1[C:9]2[C:10](=[N:11][CH:12]=[C:7]([C:4]3[CH:3]=[CH:2][N:1]=[CH:6][CH:5]=3)[N:8]=2)[NH:13][CH:14]=1. Given the reactants [N:1]1[CH:6]=[CH:5][C:4]([C:7]2[N:8]=[C:9]3[CH:15]=[CH:14][NH:13][C:10]3=[N:11][CH:12]=2)=[CH:3][CH:2]=1.[I:16]N1C(=O)CCC1=O, predict the reaction product. (4) The product is: [O:37]1[CH2:38][CH2:39][CH:34]([NH:33][C:24]([C:19]2[NH:20][C:21]3[C:17]([C:18]=2[C:27]2[CH:28]=[N:29][CH:30]=[CH:31][CH:32]=2)=[CH:16][C:15]([NH:14][S:11]([C:8]2[CH:7]=[CH:6][C:5]([C:1]([CH3:3])([CH3:2])[CH3:4])=[CH:10][CH:9]=2)(=[O:12])=[O:13])=[CH:23][CH:22]=3)=[O:26])[CH2:35][CH2:36]1. Given the reactants [C:1]([C:5]1[CH:10]=[CH:9][C:8]([S:11]([NH:14][C:15]2[CH:16]=[C:17]3[C:21](=[CH:22][CH:23]=2)[NH:20][C:19]([C:24]([OH:26])=O)=[C:18]3[C:27]2[CH:28]=[N:29][CH:30]=[CH:31][CH:32]=2)(=[O:13])=[O:12])=[CH:7][CH:6]=1)([CH3:4])([CH3:3])[CH3:2].[NH2:33][CH:34]1[CH2:39][CH2:38][O:37][CH2:36][CH2:35]1, predict the reaction product. (5) Given the reactants N[C:2]1[C:10]2[NH:9][C:8](=[O:11])[NH:7][C:6]=2[CH:5]=[C:4]([C:12]([F:15])([F:14])[F:13])[CH:3]=1.[I-:16].[Cs+].II.N(OCCC(C)C)=O, predict the reaction product. The product is: [I:16][C:2]1[C:10]2[NH:9][C:8](=[O:11])[NH:7][C:6]=2[CH:5]=[C:4]([C:12]([F:15])([F:14])[F:13])[CH:3]=1. (6) Given the reactants [Br:1][C:2]1[CH:7]=[C:6]([Cl:8])[CH:5]=[C:4]([CH2:9][C:10]([CH3:12])=[CH2:11])[C:3]=1[OH:13].O, predict the reaction product. The product is: [Br:1][C:2]1[C:3]2[O:13][C:10]([CH3:12])([CH3:11])[CH2:9][C:4]=2[CH:5]=[C:6]([Cl:8])[CH:7]=1. (7) Given the reactants [CH2:1]([N:8]1[C:16]2[C:15](=[O:17])[N:14]([CH2:18][C:19](=[O:26])[C:20]3[CH:25]=[CH:24][CH:23]=[CH:22][CH:21]=3)[C:13](=[O:27])[N:12]([CH3:28])[C:11]=2[N:10]=[C:9]1Br)[C:2]1[CH:7]=[CH:6][CH:5]=[CH:4][CH:3]=1.[NH:30]1[CH2:36][CH2:35][CH2:34][CH2:33][CH:32]([NH2:37])[CH2:31]1.C(N(CC)CC)C.O, predict the reaction product. The product is: [NH2:37][CH:32]1[CH2:33][CH2:34][CH2:35][CH2:36][N:30]([C:9]2[N:8]([CH2:1][C:2]3[CH:3]=[CH:4][CH:5]=[CH:6][CH:7]=3)[C:16]3[C:15](=[O:17])[N:14]([CH2:18][C:19](=[O:26])[C:20]4[CH:21]=[CH:22][CH:23]=[CH:24][CH:25]=4)[C:13](=[O:27])[N:12]([CH3:28])[C:11]=3[N:10]=2)[CH2:31]1. (8) Given the reactants [CH2:1]([N:3]1[C:7]2[N:8]=[C:9]([CH2:22][CH3:23])[C:10]([CH2:19][NH:20][CH3:21])=[C:11]([NH:12][CH:13]3[CH2:18][CH2:17][O:16][CH2:15][CH2:14]3)[C:6]=2[CH:5]=[N:4]1)[CH3:2].Cl[CH2:25][C:26]1[CH:27]=[C:28]([C:32]([NH:34][CH2:35][C:36]2[CH:37]=[CH:38][C:39]([F:62])=[C:40]([C:42]3[CH:47]=[CH:46][CH:45]=[C:44]([CH2:48][N:49]4[CH2:54][CH2:53][N:52]([C:55]([O:57][C:58]([CH3:61])([CH3:60])[CH3:59])=[O:56])[CH2:51][CH2:50]4)[CH:43]=3)[CH:41]=2)=[O:33])[CH:29]=[CH:30][CH:31]=1.C([O-])([O-])=O.[K+].[K+].[Na+].[I-], predict the reaction product. The product is: [CH2:1]([N:3]1[C:7]2=[N:8][C:9]([CH2:22][CH3:23])=[C:10]([CH2:19][N:20]([CH2:25][C:26]3[CH:27]=[C:28]([C:32]([NH:34][CH2:35][C:36]4[CH:37]=[CH:38][C:39]([F:62])=[C:40]([C:42]5[CH:47]=[CH:46][CH:45]=[C:44]([CH2:48][N:49]6[CH2:50][CH2:51][N:52]([C:55]([O:57][C:58]([CH3:60])([CH3:59])[CH3:61])=[O:56])[CH2:53][CH2:54]6)[CH:43]=5)[CH:41]=4)=[O:33])[CH:29]=[CH:30][CH:31]=3)[CH3:21])[C:11]([NH:12][CH:13]3[CH2:14][CH2:15][O:16][CH2:17][CH2:18]3)=[C:6]2[CH:5]=[N:4]1)[CH3:2].